From a dataset of Reaction yield outcomes from USPTO patents with 853,638 reactions. Predict the reaction yield, written as a fraction of the theoretical maximum amount of product (1.0 means a 100% yield; for example, 0.34 means a 34% yield). (1) The reactants are [N:1]([C@@H:4]1[CH2:12][C:11]2[C:6](=[CH:7][CH:8]=[CH:9][CH:10]=2)[C@H:5]1[NH:13][C:14]1[C:19]([CH:20]2[CH2:22][CH2:21]2)=[N:18][C:17]([C:23]2[CH:28]=[CH:27][C:26]([Cl:29])=[CH:25][C:24]=2[Cl:30])=[C:16]([CH:31]2[CH2:33][CH2:32]2)[N:15]=1)=[N+]=[N-].C1C=CC(P(C2C=CC=CC=2)C2C=CC=CC=2)=CC=1.O. The catalyst is C1COCC1. The product is [CH:20]1([C:19]2[C:14]([NH:13][C@@H:5]3[C:6]4[C:11](=[CH:10][CH:9]=[CH:8][CH:7]=4)[CH2:12][C@H:4]3[NH2:1])=[N:15][C:16]([CH:31]3[CH2:32][CH2:33]3)=[C:17]([C:23]3[CH:28]=[CH:27][C:26]([Cl:29])=[CH:25][C:24]=3[Cl:30])[N:18]=2)[CH2:21][CH2:22]1. The yield is 0.750. (2) The reactants are [CH:1]([N:4]1[C:9]([CH3:10])=[CH:8][CH:7]=[C:6]([C:11]([O:13][CH2:14][CH3:15])=[O:12])[C:5]1=[O:16])([CH3:3])[CH3:2].[CH:17]([N-]C(C)C)(C)C.[Li+].CI. The catalyst is O1CCCC1. The product is [CH2:10]([C:9]1[N:4]([CH:1]([CH3:2])[CH3:3])[C:5](=[O:16])[C:6]([C:11]([O:13][CH2:14][CH3:15])=[O:12])=[CH:7][CH:8]=1)[CH3:17]. The yield is 0.230. (3) The reactants are C([O:8][C:9]1[CH:44]=[CH:43][C:12]([O:13][C:14]2[CH:15]=[C:16]([NH:36][CH2:37][CH2:38][C:39]([F:42])([F:41])[F:40])[C:17]3[N:18]([C:20]([C:23]4[CH:34]=[CH:33][C:26]([C:27]([NH:29][CH:30]5[CH2:32][CH2:31]5)=[O:28])=[C:25]([CH3:35])[CH:24]=4)=[CH:21][N:22]=3)[CH:19]=2)=[CH:11][CH:10]=1)C1C=CC=CC=1.N1C=CC=CC=1. The catalyst is C(O)C.[Pd]. The product is [CH:30]1([NH:29][C:27](=[O:28])[C:26]2[CH:33]=[CH:34][C:23]([C:20]3[N:18]4[CH:19]=[C:14]([O:13][C:12]5[CH:11]=[CH:10][C:9]([OH:8])=[CH:44][CH:43]=5)[CH:15]=[C:16]([NH:36][CH2:37][CH2:38][C:39]([F:42])([F:41])[F:40])[C:17]4=[N:22][CH:21]=3)=[CH:24][C:25]=2[CH3:35])[CH2:32][CH2:31]1. The yield is 0.680. (4) The reactants are [CH3:1][Si:2]([N-:5][Si:6]([CH3:9])([CH3:8])[CH3:7])([CH3:4])[CH3:3].[Li+].Cl[C@@H:12]([B:17]1[O:21][C@@H:20]2[CH2:22][C@@H:23]3[CH2:26][C@H:25]([C@:19]2([CH3:29])[O:18]1)[C:24]3([CH3:28])[CH3:27])[CH2:13][CH:14]([CH3:16])[CH3:15]. The catalyst is O1CCCC1. The product is [CH3:1][Si:2]([CH3:4])([CH3:3])[N:5]([C@H:12]([B:17]1[O:21][C@@H:20]2[CH2:22][C@@H:23]3[CH2:26][C@H:25]([C@:19]2([CH3:29])[O:18]1)[C:24]3([CH3:27])[CH3:28])[CH2:13][CH:14]([CH3:16])[CH3:15])[Si:6]([CH3:9])([CH3:8])[CH3:7]. The yield is 1.00.